Dataset: Full USPTO retrosynthesis dataset with 1.9M reactions from patents (1976-2016). Task: Predict the reactants needed to synthesize the given product. (1) Given the product [OH:37][CH2:36][C:35]1[N:31]([C:27]2[CH:26]=[C:25]([C:24]3[CH2:23][C:22](=[O:45])[NH:21][C:9]4[CH:10]=[C:11]([C:19]#[N:20])[C:12]([N:14]([CH3:18])[CH2:15][CH2:16][CH3:17])=[CH:13][C:8]=4[N:7]=3)[CH:30]=[CH:29][CH:28]=2)[N:32]=[N:33][CH:34]=1, predict the reactants needed to synthesize it. The reactants are: C(OC(=O)[NH:7][C:8]1[CH:13]=[C:12]([N:14]([CH3:18])[CH2:15][CH2:16][CH3:17])[C:11]([C:19]#[N:20])=[CH:10][C:9]=1[NH:21][C:22](=[O:45])[CH2:23][C:24](=O)[C:25]1[CH:30]=[CH:29][CH:28]=[C:27]([N:31]2[C:35]([CH2:36][O:37]C3CCCCO3)=[CH:34][N:33]=[N:32]2)[CH:26]=1)(C)(C)C.C(O)(C(F)(F)F)=O. (2) Given the product [Br:11][C:12]1[CH:20]=[CH:19][CH:18]=[C:17]2[C:13]=1[CH:14]=[C:15]([CH3:25])[CH:16]2[Si:21]([CH:4]1[CH:3]=[CH:2][CH:1]=[CH:5]1)([CH3:23])[CH3:22], predict the reactants needed to synthesize it. The reactants are: [CH:1]1[CH2:5][CH:4]=[CH:3][CH:2]=1.[Li]CCCC.[Br:11][C:12]1[CH:20]=[CH:19][CH:18]=[C:17]2[C:13]=1[CH:14]=[C:15]([CH3:25])[CH:16]2[Si:21](Cl)([CH3:23])[CH3:22].O. (3) Given the product [CH2:1]([C:5]1[N:6]=[C:7]([CH3:27])[N:8]([C:33]2[CH:32]=[CH:31][CH:30]=[C:29]([Cl:28])[CH:34]=2)[C:9](=[O:26])[C:10]=1[CH2:11][C:12]1[CH:17]=[CH:16][C:15]([C:18]2[C:19]([C:24]#[N:25])=[CH:20][CH:21]=[CH:22][CH:23]=2)=[CH:14][CH:13]=1)[CH2:2][CH2:3][CH3:4], predict the reactants needed to synthesize it. The reactants are: [CH2:1]([C:5]1[N:6]=[C:7]([CH3:27])[NH:8][C:9](=[O:26])[C:10]=1[CH2:11][C:12]1[CH:17]=[CH:16][C:15]([C:18]2[C:19]([C:24]#[N:25])=[CH:20][CH:21]=[CH:22][CH:23]=2)=[CH:14][CH:13]=1)[CH2:2][CH2:3][CH3:4].[Cl:28][C:29]1[CH:30]=[C:31](B(O)O)[CH:32]=[CH:33][CH:34]=1.C(N(CC)CC)C.N1C=CC=CC=1. (4) Given the product [CH2:1]([N:8]1[CH2:14][CH:15]=[CH:16][S:9]1(=[O:10])=[O:11])[C:2]1[CH:3]=[CH:4][CH:5]=[CH:6][CH:7]=1, predict the reactants needed to synthesize it. The reactants are: [CH2:1]([N:8]([CH2:14][CH:15]=[CH2:16])[S:9](C=C)(=[O:11])=[O:10])[C:2]1[CH:7]=[CH:6][CH:5]=[CH:4][CH:3]=1. (5) Given the product [CH:2]1([NH:5][C:6]([C:7]2[CH:12]=[CH:11][C:10]([C:13]3[CH:14]=[N:15][N:16]4[C:21]([NH:22][CH2:23][CH:24]5[CH2:29][CH2:28][O:27][CH2:26][CH2:25]5)=[CH:20][C:19]([O:30][C:31]5[CH:32]=[N+:33]([O-:47])[CH:34]=[CH:35][CH:36]=5)=[N:18][C:17]=34)=[CH:9][C:8]=2[CH3:37])=[O:38])[CH2:3][CH2:4]1, predict the reactants needed to synthesize it. The reactants are: Cl.[CH:2]1([NH:5][C:6](=[O:38])[C:7]2[CH:12]=[CH:11][C:10]([C:13]3[CH:14]=[N:15][N:16]4[C:21]([NH:22][CH2:23][CH:24]5[CH2:29][CH2:28][O:27][CH2:26][CH2:25]5)=[CH:20][C:19]([O:30][C:31]5[CH:32]=[N:33][CH:34]=[CH:35][CH:36]=5)=[N:18][C:17]=34)=[CH:9][C:8]=2[CH3:37])[CH2:4][CH2:3]1.C1C=C(Cl)C=C(C(OO)=[O:47])C=1. (6) Given the product [CH3:13][O:14][C:15]1[CH:20]=[C:19]([C:2]2[CH:6]=[CH:5][N:4]([C:7]3[CH:12]=[CH:11][CH:10]=[CH:9][N:8]=3)[CH:3]=2)[CH:18]=[CH:17][CH:16]=1, predict the reactants needed to synthesize it. The reactants are: Br[C:2]1[CH:6]=[CH:5][N:4]([C:7]2[CH:12]=[CH:11][CH:10]=[CH:9][N:8]=2)[CH:3]=1.[CH3:13][O:14][C:15]1[CH:16]=[C:17](B(O)O)[CH:18]=[CH:19][CH:20]=1.C(=O)([O-])[O-].[K+].[K+].CCOC(C)=O. (7) Given the product [CH3:6][CH2:5][N:4]([C:3]([S:2]([CH3:1])=[O:11])=[S:9])[CH2:7][CH3:8], predict the reactants needed to synthesize it. The reactants are: [CH3:1][SH-:2][C:3](=[S:9])[N:4]([CH2:7][CH3:8])[CH2:5][CH3:6].I([O-])(=O)(=O)=[O:11].[Na+].O. (8) Given the product [CH3:1][C:2]1[CH2:7][CH2:6][CH2:5][C:4]([CH3:8])([CH3:9])[C:3]=1/[CH:10]=[CH:11]/[C:12](/[CH3:22])=[CH:13]/[CH:14]=[CH:15]/[C:16](/[CH3:21])=[CH:17]/[C:18]([NH:38][C:39]1[CH:40]=[CH:41][C:42]([OH:45])=[CH:43][CH:44]=1)=[O:20], predict the reactants needed to synthesize it. The reactants are: [CH3:1][C:2]1[CH2:7][CH2:6][CH2:5][C:4]([CH3:9])([CH3:8])[C:3]=1/[CH:10]=[CH:11]/[C:12](/[CH3:22])=[CH:13]/[CH:14]=[CH:15]/[C:16](/[CH3:21])=[CH:17]/[C:18]([OH:20])=O.C(N(CC)CC)C.C(OC(Cl)=O)C(C)C.[NH2:38][C:39]1[CH:44]=[CH:43][C:42]([OH:45])=[CH:41][CH:40]=1.C(=O)([O-])[O-].